Dataset: Forward reaction prediction with 1.9M reactions from USPTO patents (1976-2016). Task: Predict the product of the given reaction. (1) Given the reactants [Br:1][C:2]1[CH:7]=[C:6]([CH:8]([CH3:16])[C:9]([O:11][C:12]([CH3:15])([CH3:14])[CH3:13])=[O:10])[CH:5]=[CH:4][C:3]=1[NH:17][CH2:18][C:19]1[CH:28]=[CH:27][CH:26]=[CH:25][C:20]=1[C:21]([O:23]C)=[O:22].[OH-].[Li+].O1CCCC1.Cl, predict the reaction product. The product is: [Br:1][C:2]1[CH:7]=[C:6]([CH:8]([CH3:16])[C:9]([O:11][C:12]([CH3:13])([CH3:14])[CH3:15])=[O:10])[CH:5]=[CH:4][C:3]=1[NH:17][CH2:18][C:19]1[CH:28]=[CH:27][CH:26]=[CH:25][C:20]=1[C:21]([OH:23])=[O:22]. (2) The product is: [S:39]1[CH:40]=[CH:41][N:42]=[C:38]1[C:9]1[CH:14]=[CH:13][C:12]([O:15][CH2:16][CH2:17][N:18]([CH2:31][C:32]([F:33])([F:34])[F:35])[C:19]2[CH:26]=[CH:25][C:22]([C:23]#[N:24])=[C:21]([C:27]([F:30])([F:28])[F:29])[CH:20]=2)=[CH:11][CH:10]=1. Given the reactants CC1(C)C(C)(C)OB([C:9]2[CH:14]=[CH:13][C:12]([O:15][CH2:16][CH2:17][N:18]([CH2:31][C:32]([F:35])([F:34])[F:33])[C:19]3[CH:26]=[CH:25][C:22]([C:23]#[N:24])=[C:21]([C:27]([F:30])([F:29])[F:28])[CH:20]=3)=[CH:11][CH:10]=2)O1.Br[C:38]1[S:39][CH:40]=[CH:41][N:42]=1.C([O-])([O-])=O.[Na+].[Na+].C1(C)C=CC=CC=1, predict the reaction product. (3) Given the reactants [NH2:1][CH:2]([C:4]([OH:6])=[O:5])[CH3:3].C(O[CH2:10][CH2:11][CH2:12][CH3:13])=O.[CH2:14]([OH:18])CCC.N[C@H](C(O)=O)C, predict the reaction product. The product is: [CH2:10]([O:5][C:4](=[O:6])[CH:2]([CH3:3])[NH:1][CH:14]=[O:18])[CH2:11][CH2:12][CH3:13]. (4) Given the reactants [CH3:1][O:2][C:3]([C:5]1[S:6][C:7]([C:11]#[C:12][C:13]([CH3:16])([CH3:15])[CH3:14])=[CH:8][C:9]=1[NH2:10])=[O:4].[CH2:17]1[O:27][C:20]2([CH2:25][CH2:24][C:23](=O)[CH2:22][CH2:21]2)[O:19][CH2:18]1.C(O[BH-](OC(=O)C)OC(=O)C)(=O)C.[Na+], predict the reaction product. The product is: [CH3:1][O:2][C:3]([C:5]1[S:6][C:7]([C:11]#[C:12][C:13]([CH3:16])([CH3:15])[CH3:14])=[CH:8][C:9]=1[NH:10][CH:23]1[CH2:24][CH2:25][C:20]2([O:27][CH2:17][CH2:18][O:19]2)[CH2:21][CH2:22]1)=[O:4]. (5) The product is: [NH2:5][C:8]1([C:1]#[N:2])[CH2:13][CH2:12][CH2:11][CH2:10][CH2:9]1. Given the reactants [C-:1]#[N:2].[Na+].[OH-].[NH4+:5].[Cl-].[NH4+].[C:8]1(=O)[CH2:13][CH2:12][CH2:11][CH2:10][CH2:9]1, predict the reaction product. (6) Given the reactants C([N:3]([CH2:6][CH3:7])[CH2:4][CH3:5])C.Cl.[N:9]1C2CC(C(O)=O)C[C:13]=2[CH:12]=[CH:11][CH:10]=1.ClC(OCC)=O.[N-]=[N+]=[N-].[Na+], predict the reaction product. The product is: [N:3]1[C:4]2[CH2:5][CH:10]([NH2:9])[CH2:11][C:12]=2[CH:13]=[CH:7][CH:6]=1.